Dataset: Forward reaction prediction with 1.9M reactions from USPTO patents (1976-2016). Task: Predict the product of the given reaction. Given the reactants [O:1]=[C:2]1[C:10]2[C:5](=[C:6]([C:11]([OH:13])=O)[CH:7]=[CH:8][CH:9]=2)[N:4]2[CH:14]=[CH:15][CH:16]=[C:3]12.CN(C(ON1N=NC2C1=CC=CC=2)=[N+](C)C)C.F[P-](F)(F)(F)(F)F.C(N(C(C)C)CC)(C)C.[F:50][C:51]1[CH:56]=[CH:55][C:54]([NH2:57])=[C:53]([NH2:58])[CH:52]=1, predict the reaction product. The product is: [NH2:58][C:53]1[CH:52]=[C:51]([F:50])[CH:56]=[CH:55][C:54]=1[NH:57][C:11]([C:6]1[CH:7]=[CH:8][CH:9]=[C:10]2[C:5]=1[N:4]1[CH:14]=[CH:15][CH:16]=[C:3]1[C:2]2=[O:1])=[O:13].